Dataset: Peptide-MHC class I binding affinity with 185,985 pairs from IEDB/IMGT. Task: Regression. Given a peptide amino acid sequence and an MHC pseudo amino acid sequence, predict their binding affinity value. This is MHC class I binding data. (1) The peptide sequence is GYMFESKSM. The MHC is HLA-B08:02 with pseudo-sequence HLA-B08:02. The binding affinity (normalized) is 0.0847. (2) The MHC is H-2-Db with pseudo-sequence H-2-Db. The peptide sequence is KTTKNVLAAI. The binding affinity (normalized) is 0.101. (3) The peptide sequence is MWKNNMVEQM. The binding affinity (normalized) is 0. The MHC is H-2-Kb with pseudo-sequence H-2-Kb. (4) The peptide sequence is VSDRPVMRY. The MHC is HLA-A80:01 with pseudo-sequence HLA-A80:01. The binding affinity (normalized) is 0.456. (5) The peptide sequence is WFREDRSPV. The MHC is HLA-B15:01 with pseudo-sequence HLA-B15:01. The binding affinity (normalized) is 0.0847. (6) The peptide sequence is KMLTFDVFR. The MHC is HLA-A31:01 with pseudo-sequence HLA-A31:01. The binding affinity (normalized) is 0.873. (7) The peptide sequence is LAIQQLQNL. The MHC is Mamu-A2601 with pseudo-sequence Mamu-A2601. The binding affinity (normalized) is 0.283. (8) The peptide sequence is NAKCIEYVTL. The MHC is HLA-A02:01 with pseudo-sequence HLA-A02:01. The binding affinity (normalized) is 0.0253. (9) The peptide sequence is KSMLKELIK. The MHC is HLA-A33:01 with pseudo-sequence HLA-A33:01. The binding affinity (normalized) is 0.149.